From a dataset of Peptide-MHC class I binding affinity with 185,985 pairs from IEDB/IMGT. Regression. Given a peptide amino acid sequence and an MHC pseudo amino acid sequence, predict their binding affinity value. This is MHC class I binding data. The MHC is SLA-30401 with pseudo-sequence SLA-30401. The binding affinity (normalized) is 0.545. The peptide sequence is KSYEHQTPF.